This data is from Merck oncology drug combination screen with 23,052 pairs across 39 cell lines. The task is: Regression. Given two drug SMILES strings and cell line genomic features, predict the synergy score measuring deviation from expected non-interaction effect. (1) Synergy scores: synergy=16.3. Drug 2: Cn1cc(-c2cnn3c(N)c(Br)c(C4CCCNC4)nc23)cn1. Cell line: DLD1. Drug 1: CCc1cnn2c(NCc3ccc[n+]([O-])c3)cc(N3CCCCC3CCO)nc12. (2) Drug 1: Cn1nnc2c(C(N)=O)ncn2c1=O. Drug 2: NC1CCCCC1N.O=C(O)C(=O)O.[Pt+2]. Cell line: CAOV3. Synergy scores: synergy=-76.6. (3) Drug 1: O=S1(=O)NC2(CN1CC(F)(F)F)C1CCC2Cc2cc(C=CCN3CCC(C(F)(F)F)CC3)ccc2C1. Drug 2: CC(C)CC(NC(=O)C(Cc1ccccc1)NC(=O)c1cnccn1)B(O)O. Cell line: A2780. Synergy scores: synergy=-16.9. (4) Drug 1: CC1CC2C3CCC4=CC(=O)C=CC4(C)C3(F)C(O)CC2(C)C1(O)C(=O)CO. Drug 2: CC1(c2nc3c(C(N)=O)cccc3[nH]2)CCCN1. Cell line: SW620. Synergy scores: synergy=0.637. (5) Drug 1: O=c1[nH]cc(F)c(=O)[nH]1. Drug 2: CS(=O)(=O)CCNCc1ccc(-c2ccc3ncnc(Nc4ccc(OCc5cccc(F)c5)c(Cl)c4)c3c2)o1. Cell line: VCAP. Synergy scores: synergy=10.6.